Dataset: NCI-60 drug combinations with 297,098 pairs across 59 cell lines. Task: Regression. Given two drug SMILES strings and cell line genomic features, predict the synergy score measuring deviation from expected non-interaction effect. (1) Drug 1: CC(C)NC(=O)C1=CC=C(C=C1)CNNC.Cl. Drug 2: CC12CCC3C(C1CCC2OP(=O)(O)O)CCC4=C3C=CC(=C4)OC(=O)N(CCCl)CCCl.[Na+]. Cell line: SF-295. Synergy scores: CSS=54.3, Synergy_ZIP=-0.895, Synergy_Bliss=-1.42, Synergy_Loewe=-3.18, Synergy_HSA=-1.92. (2) Drug 1: CC1=C(N=C(N=C1N)C(CC(=O)N)NCC(C(=O)N)N)C(=O)NC(C(C2=CN=CN2)OC3C(C(C(C(O3)CO)O)O)OC4C(C(C(C(O4)CO)O)OC(=O)N)O)C(=O)NC(C)C(C(C)C(=O)NC(C(C)O)C(=O)NCCC5=NC(=CS5)C6=NC(=CS6)C(=O)NCCC[S+](C)C)O. Drug 2: C1CC(=O)NC(=O)C1N2C(=O)C3=CC=CC=C3C2=O. Cell line: OVCAR-4. Synergy scores: CSS=6.29, Synergy_ZIP=-5.80, Synergy_Bliss=-3.30, Synergy_Loewe=-3.35, Synergy_HSA=-2.28. (3) Drug 1: CC(C)(C#N)C1=CC(=CC(=C1)CN2C=NC=N2)C(C)(C)C#N. Drug 2: CN(C(=O)NC(C=O)C(C(C(CO)O)O)O)N=O. Cell line: OVCAR-8. Synergy scores: CSS=-13.3, Synergy_ZIP=7.47, Synergy_Bliss=4.31, Synergy_Loewe=-11.9, Synergy_HSA=-6.17. (4) Drug 1: CC1=C2C(C(=O)C3(C(CC4C(C3C(C(C2(C)C)(CC1OC(=O)C(C(C5=CC=CC=C5)NC(=O)C6=CC=CC=C6)O)O)OC(=O)C7=CC=CC=C7)(CO4)OC(=O)C)O)C)OC(=O)C. Drug 2: CCC1=C2CN3C(=CC4=C(C3=O)COC(=O)C4(CC)O)C2=NC5=C1C=C(C=C5)O. Cell line: K-562. Synergy scores: CSS=34.5, Synergy_ZIP=4.42, Synergy_Bliss=5.38, Synergy_Loewe=-2.55, Synergy_HSA=6.83. (5) Synergy scores: CSS=13.7, Synergy_ZIP=-2.95, Synergy_Bliss=1.99, Synergy_Loewe=2.02, Synergy_HSA=1.85. Cell line: NCI-H522. Drug 1: CC(C1=C(C=CC(=C1Cl)F)Cl)OC2=C(N=CC(=C2)C3=CN(N=C3)C4CCNCC4)N. Drug 2: C1CCC(C(C1)N)N.C(=O)(C(=O)[O-])[O-].[Pt+4]. (6) Drug 1: CC1=C(C=C(C=C1)NC2=NC=CC(=N2)N(C)C3=CC4=NN(C(=C4C=C3)C)C)S(=O)(=O)N.Cl. Drug 2: CN1C2=C(C=C(C=C2)N(CCCl)CCCl)N=C1CCCC(=O)O.Cl. Cell line: RPMI-8226. Synergy scores: CSS=-11.8, Synergy_ZIP=4.86, Synergy_Bliss=1.10, Synergy_Loewe=-9.05, Synergy_HSA=-7.05.